This data is from Full USPTO retrosynthesis dataset with 1.9M reactions from patents (1976-2016). The task is: Predict the reactants needed to synthesize the given product. (1) Given the product [ClH:1].[Cl:1][C:2]1[CH:3]=[CH:4][C:5]([CH2:8][CH2:9][C:10]2[CH:15]=[CH:14][N:13]([C:16]3[CH:21]=[CH:20][C:19]4[C:22]5[CH2:27][CH2:26][NH:25][CH2:24][C:23]=5[S:35][C:18]=4[CH:17]=3)[C:12](=[O:36])[CH:11]=2)=[N:6][CH:7]=1, predict the reactants needed to synthesize it. The reactants are: [Cl:1][C:2]1[CH:3]=[CH:4][C:5]([CH2:8][CH2:9][C:10]2[CH:15]=[CH:14][N:13]([C:16]3[CH:21]=[CH:20][C:19]4[C:22]5[CH2:27][CH2:26][N:25](C(OC(C)(C)C)=O)[CH2:24][C:23]=5[S:35][C:18]=4[CH:17]=3)[C:12](=[O:36])[CH:11]=2)=[N:6][CH:7]=1.Cl. (2) Given the product [Cl:3][C:17]1[N:18]=[C:13]([C:9]2[CH:10]=[CH:11][CH:12]=[C:7]([Cl:6])[CH:8]=2)[C:14]2[CH:22]=[C:21]([CH3:23])[S:20][C:15]=2[N:16]=1, predict the reactants needed to synthesize it. The reactants are: P(Cl)(Cl)([Cl:3])=O.[Cl:6][C:7]1[CH:8]=[C:9]([C:13]2[C:14]3[CH:22]=[C:21]([CH3:23])[S:20][C:15]=3[N:16]=[C:17](O)[N:18]=2)[CH:10]=[CH:11][CH:12]=1. (3) Given the product [F:1][C:2]1[C:3]([CH3:25])=[C:4]([C:8]2([C:21]([O:23][CH3:24])=[O:22])[CH2:12][CH2:11][C:10]([C:31]3[CH:30]=[N:29][CH:28]=[C:27]([F:26])[CH:32]=3)=[CH:9]2)[CH:5]=[CH:6][CH:7]=1, predict the reactants needed to synthesize it. The reactants are: [F:1][C:2]1[C:3]([CH3:25])=[C:4]([C:8]2([C:21]([O:23][CH3:24])=[O:22])[CH2:12][CH2:11][C:10](OS(C(F)(F)F)(=O)=O)=[CH:9]2)[CH:5]=[CH:6][CH:7]=1.[F:26][C:27]1[CH:28]=[N:29][CH:30]=[C:31](B(O)O)[CH:32]=1.[F-].[Cs+].COCCOC. (4) Given the product [CH3:26][O:25][C:22]1[CH:21]=[CH:20][C:19]([CH2:18][N:8]([CH2:9][C:10]2[CH:15]=[CH:14][C:13]([O:16][CH3:17])=[CH:12][CH:11]=2)[C:5]2[C:4]([Cl:27])=[C:3]([N:36]3[CH2:46][CH2:45][C:39]4([C:43](=[O:44])[NH:42][CH2:41][CH2:40]4)[CH2:38][CH2:37]3)[C:2]([Br:1])=[CH:7][N:6]=2)=[CH:24][CH:23]=1, predict the reactants needed to synthesize it. The reactants are: [Br:1][C:2]1[C:3](Cl)=[C:4]([Cl:27])[C:5]([N:8]([CH2:18][C:19]2[CH:24]=[CH:23][C:22]([O:25][CH3:26])=[CH:21][CH:20]=2)[CH2:9][C:10]2[CH:15]=[CH:14][C:13]([O:16][CH3:17])=[CH:12][CH:11]=2)=[N:6][CH:7]=1.C(OC([N:36]1[CH2:46][CH2:45][C:39]2([C:43](=[O:44])[NH:42][CH2:41][CH2:40]2)[CH2:38][CH2:37]1)=O)(C)(C)C.C(N(CC)CC)C. (5) Given the product [C:18]([C:17]1[CH:20]=[C:13]([C:11]2[O:10][N:9]=[C:8]([C:5]3[CH:6]=[CH:7][C:2]([NH:32][C@@H:33]4[CH2:37][CH2:36][C@H:35]([C:38]([OH:40])=[O:39])[CH2:34]4)=[C:3]([C:28]([F:30])([F:31])[F:29])[CH:4]=3)[N:12]=2)[CH:14]=[CH:15][C:16]=1[N:21]1[CH2:26][CH2:25][CH:24]([F:27])[CH2:23][CH2:22]1)#[N:19], predict the reactants needed to synthesize it. The reactants are: F[C:2]1[CH:7]=[CH:6][C:5]([C:8]2[N:12]=[C:11]([C:13]3[CH:14]=[CH:15][C:16]([N:21]4[CH2:26][CH2:25][CH:24]([F:27])[CH2:23][CH2:22]4)=[C:17]([CH:20]=3)[C:18]#[N:19])[O:10][N:9]=2)=[CH:4][C:3]=1[C:28]([F:31])([F:30])[F:29].[NH2:32][C@@H:33]1[CH2:37][CH2:36][C@H:35]([C:38]([OH:40])=[O:39])[CH2:34]1.C(=O)([O-])[O-].[K+].[K+].CN(C=O)C. (6) Given the product [C:47]([C@@H:50]([NH:63][C:64]([C@@H:66](/[CH:79]=[CH:80]/[CH2:81][CH2:82][CH2:83][CH2:84][CH2:85][CH2:86][C:87](=[O:95])[CH2:88][CH2:89][CH2:90][CH2:91][CH2:92][CH2:93][CH3:94])[C@@:67]([OH:78])([CH2:75][CH2:76][CH3:77])[C:68]([OH:70])=[O:69])=[O:65])[CH2:51][C:52]1[CH:57]=[CH:56][C:55]([O:58][CH2:59][CH2:60][CH2:61][F:62])=[CH:54][CH:53]=1)([OH:49])=[O:48], predict the reactants needed to synthesize it. The reactants are: C(OC1C=CC(C[C@H](NC([C@@H](/C=C/CCCCCCC(F)(F)CCCCCCC)[C@@](O)(CCC)C(O)=O)=O)C(O)=O)=CC=1)C#CC.[C:47]([C@@H:50]([NH:63][C:64]([C@@H:66](/[CH:79]=[CH:80]/[CH2:81][CH2:82][CH2:83][CH2:84][CH2:85][CH2:86][C:87](=[O:95])[CH2:88][CH2:89][CH2:90][CH2:91][CH2:92][CH2:93][CH3:94])[C@@:67]([OH:78])([CH2:75][CH2:76][CH3:77])[C:68]([O:70]C(C)(C)C)=[O:69])=[O:65])[CH2:51][C:52]1[CH:57]=[CH:56][C:55]([O:58][CH2:59][CH2:60][CH2:61][F:62])=[CH:54][CH:53]=1)([OH:49])=[O:48]. (7) Given the product [CH3:1][N:2]([C:3]1[CH:4]=[CH:5][C:6]([N+:9]([O-:11])=[O:10])=[CH:7][CH:8]=1)[C:19](=[O:21])[CH3:20], predict the reactants needed to synthesize it. The reactants are: [CH3:1][NH:2][C:3]1[CH:8]=[CH:7][C:6]([N+:9]([O-:11])=[O:10])=[CH:5][CH:4]=1.CCN(CC)CC.[C:19](Cl)(=[O:21])[CH3:20].CCOC(C)=O. (8) The reactants are: Br[C:2]1[C:7]([Cl:8])=[CH:6][C:5]([NH:9][C:10]2[N:14]=[C:13]([NH2:15])[NH:12][N:11]=2)=[CH:4][C:3]=1[Cl:16].[C:17]([O:21][C:22]([N:24]1[CH2:27][CH:26]([CH2:28][O:29][C:30]2[CH:35]=[CH:34][C:33](B3OC(C)(C)C(C)(C)O3)=[CH:32][CH:31]=2)[CH2:25]1)=[O:23])([CH3:20])([CH3:19])[CH3:18].C(=O)([O-])[O-].[K+].[K+]. Given the product [C:17]([O:21][C:22]([N:24]1[CH2:25][CH:26]([CH2:28][O:29][C:30]2[CH:31]=[CH:32][C:33]([C:2]3[C:7]([Cl:8])=[CH:6][C:5]([NH:9][C:10]4[N:14]=[C:13]([NH2:15])[NH:12][N:11]=4)=[CH:4][C:3]=3[Cl:16])=[CH:34][CH:35]=2)[CH2:27]1)=[O:23])([CH3:20])([CH3:18])[CH3:19], predict the reactants needed to synthesize it.